The task is: Predict the product of the given reaction.. This data is from Forward reaction prediction with 1.9M reactions from USPTO patents (1976-2016). (1) Given the reactants [Cl:1][C:2]1[C:11]2[N:10]=[C:9]([CH3:12])[C:8]([CH2:13][C:14]3[CH:19]=[CH:18][C:17]([Cl:20])=[CH:16][CH:15]=3)=[C:7]([CH3:21])[C:6]=2[C:5]([C:22]#[N:23])=[CH:4][CH:3]=1.C1(C)C=CC=CC=1.C[Si]([N:35]=[N+:36]=[N-:37])(C)C.C([Sn](=O)CCCC)CCC, predict the reaction product. The product is: [Cl:1][C:2]1[CH:3]=[CH:4][C:5]([C:22]2[NH:37][N:36]=[N:35][N:23]=2)=[C:6]2[C:11]=1[N:10]=[C:9]([CH3:12])[C:8]([CH2:13][C:14]1[CH:19]=[CH:18][C:17]([Cl:20])=[CH:16][CH:15]=1)=[C:7]2[CH3:21]. (2) The product is: [CH2:27]([C:22]1[CH:23]=[C:24]2[C:19](=[CH:20][CH:21]=1)[NH:18][N:17]=[C:16]2[C:14]([NH:13][CH2:12][CH:9]1[CH2:10][CH2:11][N:6]([CH2:5][C:4]([OH:3])=[O:26])[CH2:7][CH2:8]1)=[O:15])[CH3:28]. Given the reactants C([O:3][C:4](=[O:26])[CH2:5][N:6]1[CH2:11][CH2:10][CH:9]([CH2:12][NH:13][C:14]([C:16]2[C:24]3[C:19](=[CH:20][CH:21]=[C:22](Br)[CH:23]=3)[NH:18][N:17]=2)=[O:15])[CH2:8][CH2:7]1)C.[CH:27](B1OC(C)(C)C(C)(C)O1)=[CH2:28].C(=O)([O-])[O-].[Na+].[Na+], predict the reaction product. (3) Given the reactants CN1C=C(C2NC3=NC=CC(C4C=CC(C5(NC(C6OC(C(C)(C)C)=NN=6)=O)CC5)=CC=4)=C3N=2)C=N1.Br[C:38]1[CH:43]=[CH:42][N:41]=[C:40]2[NH:44][C:45]([C:47]3[CH:48]=[N:49][N:50]([CH3:52])[CH:51]=3)=[N:46][C:39]=12.[C:53]([C:57]1[CH:58]=[C:59]2[C:64](=[C:65]([F:67])[CH:66]=1)[C:63](=[O:68])[N:62]([CH2:69][C:70]1[CH:75]=[CH:74][C:73](B3OC(C)(C)C(C)(C)O3)=[CH:72][C:71]=1[F:85])[N:61]=[CH:60]2)([CH3:56])([CH3:55])[CH3:54].P([O-])([O-])([O-])=O.[K+].[K+].[K+].C([O-])(=O)C.[Na+].C(#N)C, predict the reaction product. The product is: [C:53]([C:57]1[CH:58]=[C:59]2[C:64](=[C:65]([F:67])[CH:66]=1)[C:63](=[O:68])[N:62]([CH2:69][C:70]1[CH:75]=[CH:74][C:73]([C:38]3[CH:43]=[CH:42][N:41]=[C:40]4[NH:44][C:45]([C:47]5[CH:48]=[N:49][N:50]([CH3:52])[CH:51]=5)=[N:46][C:39]=34)=[CH:72][C:71]=1[F:85])[N:61]=[CH:60]2)([CH3:56])([CH3:54])[CH3:55]. (4) Given the reactants [N:1]1[CH:6]=[CH:5][C:4]([C:7](=O)[CH2:8][C:9]([O:11]CC)=O)=[CH:3][CH:2]=1.[NH2:15][C:16]1[CH:20]([N:21]2[C:29](=[O:30])[C:28]3[C:23](=[CH:24][CH:25]=[CH:26][CH:27]=3)[C:22]2=[O:31])[CH2:19][CH2:18][N:17]=1, predict the reaction product. The product is: [O:11]=[C:9]1[N:17]2[CH2:18][CH2:19][CH:20]([N:21]3[C:29](=[O:30])[C:28]4[C:23](=[CH:24][CH:25]=[CH:26][CH:27]=4)[C:22]3=[O:31])[C:16]2=[N:15][C:7]([C:4]2[CH:3]=[CH:2][N:1]=[CH:6][CH:5]=2)=[CH:8]1. (5) Given the reactants [F:1][C:2]1[C:7]([O:8][CH2:9][O:10][CH3:11])=[CH:6][CH:5]=[C:4]([F:12])[N:3]=1.[Li]CCCC.CN([CH:21]=[O:22])C, predict the reaction product. The product is: [F:1][C:2]1[C:7]([O:8][CH2:9][O:10][CH3:11])=[C:6]([CH:5]=[C:4]([F:12])[N:3]=1)[CH:21]=[O:22]. (6) Given the reactants [CH3:1][O:2][C:3]1[CH:8]=[CH:7][C:6]([SH:9])=[CH:5][CH:4]=1.C([O-])([O-])=O.[K+].[K+].Cl[CH2:17][C:18](=O)[CH3:19], predict the reaction product. The product is: [CH3:1][O:2][C:3]1[CH:4]=[CH:5][C:6]2[S:9][CH:17]=[C:18]([CH3:19])[C:7]=2[CH:8]=1. (7) Given the reactants [CH2:1]([N:8](CCC)[C:9]1[C:14]2[N:15]([CH3:28])[C:16]([NH:18][C:19]3[C:24]([CH3:25])=[CH:23][C:22]([CH3:26])=[CH:21][C:20]=3[CH3:27])=[N:17][C:13]=2[CH:12]=[CH:11][CH:10]=1)[C:2]1C=CC=C[CH:3]=1, predict the reaction product. The product is: [C:20]1([CH3:27])[CH:21]=[C:22]([CH3:26])[CH:23]=[C:24]([CH3:25])[C:19]=1[NH:18][C:16]1[N:15]([CH3:28])[C:14]2[C:9]([NH:8][CH2:1][CH2:2][CH3:3])=[CH:10][CH:11]=[CH:12][C:13]=2[N:17]=1. (8) Given the reactants [CH3:1][O:2][C:3]1[C:8]([NH:9][C:10](=[O:16])[O:11][C:12]([CH3:15])([CH3:14])[CH3:13])=[CH:7][CH:6]=[C:5]([O:17][CH3:18])[N:4]=1.CN(CCN(C)C)C.C([Li])CCC.Cl[C:33]([O:35][CH3:36])=[O:34], predict the reaction product. The product is: [C:33]([C:7]1[CH:6]=[C:5]([O:17][CH3:18])[N:4]=[C:3]([O:2][CH3:1])[C:8]=1[NH:9][C:10](=[O:16])[O:11][C:12]([CH3:14])([CH3:15])[CH3:13])([O:35][CH3:36])=[O:34]. (9) Given the reactants [N+:1]([C:4]1[CH:9]=[CH:8][C:7]([CH2:10][C:11]([N:13]2[CH2:18][CH2:17][CH2:16][CH2:15][CH2:14]2)=[O:12])=[CH:6][CH:5]=1)([O-:3])=[O:2].Br[CH2:20][C:21]([O:23]C)=O.[OH-].[Na+].[CH3:27][N:28]1[CH2:33][CH2:32][NH:31][CH2:30][CH2:29]1, predict the reaction product. The product is: [CH3:27][N:28]1[CH2:33][CH2:32][N:31]([C:21](=[O:23])[CH2:20][CH:10]([C:7]2[CH:8]=[CH:9][C:4]([N+:1]([O-:3])=[O:2])=[CH:5][CH:6]=2)[C:11](=[O:12])[N:13]2[CH2:14][CH2:15][CH2:16][CH2:17][CH2:18]2)[CH2:30][CH2:29]1. (10) Given the reactants Br[C:2]1[CH:10]=[C:9]2[C:5]([C:6]3[CH2:15][CH2:14][N:13]([C:16]([O:18][C:19]([CH3:22])([CH3:21])[CH3:20])=[O:17])[CH2:12][C:7]=3[N:8]2[CH3:11])=[CH:4][CH:3]=1.[CH2:23]([N:31]1[CH2:36][CH2:35][NH:34][C:33](=[O:37])[CH2:32]1)[CH2:24][C:25]1[CH:30]=[CH:29][CH:28]=[CH:27][CH:26]=1.CN[C@@H]1CCCC[C@H]1NC.C([O-])([O-])=O.[Cs+].[Cs+], predict the reaction product. The product is: [CH3:11][N:8]1[C:9]2[C:5](=[CH:4][CH:3]=[C:2]([N:34]3[CH2:35][CH2:36][N:31]([CH2:23][CH2:24][C:25]4[CH:26]=[CH:27][CH:28]=[CH:29][CH:30]=4)[CH2:32][C:33]3=[O:37])[CH:10]=2)[C:6]2[CH2:15][CH2:14][N:13]([C:16]([O:18][C:19]([CH3:22])([CH3:21])[CH3:20])=[O:17])[CH2:12][C:7]1=2.